From a dataset of Full USPTO retrosynthesis dataset with 1.9M reactions from patents (1976-2016). Predict the reactants needed to synthesize the given product. (1) Given the product [CH3:9][O:8][C:5]1[CH:6]=[CH:7][C:2]([C:10]#[CH:11])=[CH:3][CH:4]=1, predict the reactants needed to synthesize it. The reactants are: Cl[C:2]1[CH:7]=[CH:6][C:5]([O:8][CH3:9])=[CH:4][CH:3]=1.[CH2:10](P(C12CC3CC(CC(C3)C1)C2)C12CC3CC(CC(C3)C1)C2)[CH2:11]CC.Cl. (2) Given the product [F:25][C:20]1[CH:19]=[C:18]([C:3]2[CH:2]=[CH:1][CH:6]=[CH:5][CH:4]=2)[CH:23]=[CH:22][C:21]=1[CH3:24], predict the reactants needed to synthesize it. The reactants are: [CH3:1][CH2:2][CH2:3][CH2:4][CH2:5][CH3:6].C([Li])CCC.O1CCCC1.Br[C:18]1[CH:23]=[CH:22][C:21]([CH3:24])=[C:20]([F:25])[CH:19]=1. (3) Given the product [CH:1]([C:5]1[CH:6]=[C:7](/[CH:19]=[CH:20]/[C:21](=[O:29])[C:22]2[CH:27]=[CH:26][C:25]([CH3:28])=[CH:24][CH:23]=2)[CH:8]=[C:9]2[C:14]=1[O:13][C:12](=[O:15])[C:11]([C:16]([NH:36][CH2:34][CH3:35])=[O:17])=[CH:10]2)([CH2:3][CH3:4])[CH3:2], predict the reactants needed to synthesize it. The reactants are: [CH:1]([C:5]1[CH:6]=[C:7](/[CH:19]=[CH:20]/[C:21](=[O:29])[C:22]2[CH:27]=[CH:26][C:25]([CH3:28])=[CH:24][CH:23]=2)[CH:8]=[C:9]2[C:14]=1[O:13][C:12](=[O:15])[C:11]([C:16](O)=[O:17])=[CH:10]2)([CH2:3][CH3:4])[CH3:2].S(Cl)(Cl)=O.[CH2:34]([NH2:36])[CH3:35]. (4) Given the product [C:12]1([CH:18]([C:27]2[CH:32]=[CH:31][CH:30]=[CH:29][CH:28]=2)[O:19][CH2:20][C@@H:21]([NH:26][C:9]([C@H:7]2[O:8][C@@H:6]2[C:4]([O:3][CH2:1][CH3:2])=[O:5])=[O:11])[CH2:22][CH:23]([CH3:25])[CH3:24])[CH:13]=[CH:14][CH:15]=[CH:16][CH:17]=1, predict the reactants needed to synthesize it. The reactants are: [CH2:1]([O:3][C:4]([C@H:6]1[O:8][C@@H:7]1[C:9]([OH:11])=O)=[O:5])[CH3:2].[C:12]1([CH:18]([C:27]2[CH:32]=[CH:31][CH:30]=[CH:29][CH:28]=2)[O:19][CH2:20][C@@H:21]([NH2:26])[CH2:22][CH:23]([CH3:25])[CH3:24])[CH:17]=[CH:16][CH:15]=[CH:14][CH:13]=1. (5) The reactants are: [CH3:1][O:2][C:3](=[O:33])[C@H:4]([CH2:13][C:14]1[CH:19]=[CH:18][C:17]([Sn](CCCC)(CCCC)CCCC)=[CH:16][CH:15]=1)[NH:5][C:6]([O:8][C:9]([CH3:12])([CH3:11])[CH3:10])=[O:7].C(=O)(O)[O-].[Na+].[F:39]C(F)(F)S([O-])(=O)=O.[Na+].F[P-](F)(F)(F)(F)F.F[P-](F)(F)(F)(F)F.ClC[N+]12CC[N+](F)(CC1)CC2. Given the product [CH3:1][O:2][C:3](=[O:33])[C@H:4]([CH2:13][C:14]1[CH:19]=[CH:18][C:17]([F:39])=[CH:16][CH:15]=1)[NH:5][C:6]([O:8][C:9]([CH3:12])([CH3:11])[CH3:10])=[O:7], predict the reactants needed to synthesize it. (6) The reactants are: [CH2:1]([C:5]1[N:6]=[C:7]([CH3:27])[NH:8][C:9](=[O:26])[C:10]=1[CH2:11][C:12]1[CH:17]=[CH:16][C:15]([C:18]2[C:19]([C:24]#[N:25])=[CH:20][CH:21]=[CH:22][CH:23]=2)=[CH:14][CH:13]=1)[CH2:2][CH2:3][CH3:4].C(=O)([O-])[O-].[K+].[K+].[CH2:34]([N:41]1[CH2:46][CH2:45][O:44][CH:43]([CH2:47]Cl)[CH2:42]1)[C:35]1[CH:40]=[CH:39][CH:38]=[CH:37][CH:36]=1.CN(C)C=O. Given the product [CH2:34]([N:41]1[CH2:46][CH2:45][O:44][CH:43]([CH2:47][N:8]2[C:9](=[O:26])[C:10]([CH2:11][C:12]3[CH:17]=[CH:16][C:15]([C:18]4[C:19]([C:24]#[N:25])=[CH:20][CH:21]=[CH:22][CH:23]=4)=[CH:14][CH:13]=3)=[C:5]([CH2:1][CH2:2][CH2:3][CH3:4])[N:6]=[C:7]2[CH3:27])[CH2:42]1)[C:35]1[CH:36]=[CH:37][CH:38]=[CH:39][CH:40]=1, predict the reactants needed to synthesize it. (7) Given the product [F:34][C:33]1[CH:32]=[CH:31][CH:30]=[C:29]([OH:35])[C:28]=1[C:19]1[N:18]=[C:17]([N:1]2[CH2:6][CH2:5][CH2:4][C@@H:3]([CH2:7][NH:8][C:9](=[O:15])[O:10][CH2:11][CH2:12][O:13][CH3:14])[CH2:2]2)[C:26]2[C:21](=[CH:22][C:23]([CH3:27])=[CH:24][CH:25]=2)[N:20]=1, predict the reactants needed to synthesize it. The reactants are: [NH:1]1[CH2:6][CH2:5][CH2:4][C@@H:3]([CH2:7][NH:8][C:9](=[O:15])[O:10][CH2:11][CH2:12][O:13][CH3:14])[CH2:2]1.Cl[C:17]1[C:26]2[C:21](=[CH:22][C:23]([CH3:27])=[CH:24][CH:25]=2)[N:20]=[C:19]([C:28]2[C:33]([F:34])=[CH:32][CH:31]=[CH:30][C:29]=2[OH:35])[N:18]=1.C(N(CC)CC)C.